This data is from NCI-60 drug combinations with 297,098 pairs across 59 cell lines. The task is: Regression. Given two drug SMILES strings and cell line genomic features, predict the synergy score measuring deviation from expected non-interaction effect. (1) Drug 1: CC1C(C(CC(O1)OC2CC(CC3=C2C(=C4C(=C3O)C(=O)C5=C(C4=O)C(=CC=C5)OC)O)(C(=O)CO)O)N)O. Drug 2: C1=CC=C(C=C1)NC(=O)CCCCCCC(=O)NO. Cell line: HT29. Synergy scores: CSS=89.6, Synergy_ZIP=7.27, Synergy_Bliss=6.61, Synergy_Loewe=6.13, Synergy_HSA=11.7. (2) Drug 1: C(=O)(N)NO. Drug 2: CN1C2=C(C=C(C=C2)N(CCCl)CCCl)N=C1CCCC(=O)O.Cl. Cell line: T-47D. Synergy scores: CSS=7.27, Synergy_ZIP=-2.04, Synergy_Bliss=3.27, Synergy_Loewe=-3.39, Synergy_HSA=0.124. (3) Drug 1: CC1=CC=C(C=C1)C2=CC(=NN2C3=CC=C(C=C3)S(=O)(=O)N)C(F)(F)F. Drug 2: C(CN)CNCCSP(=O)(O)O. Cell line: DU-145. Synergy scores: CSS=3.10, Synergy_ZIP=-0.430, Synergy_Bliss=-0.592, Synergy_Loewe=0.311, Synergy_HSA=-2.14. (4) Drug 1: C1=CC(=CC=C1C#N)C(C2=CC=C(C=C2)C#N)N3C=NC=N3. Drug 2: C1CC(C1)(C(=O)O)C(=O)O.[NH2-].[NH2-].[Pt+2]. Cell line: HCC-2998. Synergy scores: CSS=14.2, Synergy_ZIP=-6.03, Synergy_Bliss=-6.39, Synergy_Loewe=-1.81, Synergy_HSA=-2.72. (5) Drug 1: CC1=CC=C(C=C1)C2=CC(=NN2C3=CC=C(C=C3)S(=O)(=O)N)C(F)(F)F. Drug 2: CN1C(=O)N2C=NC(=C2N=N1)C(=O)N. Cell line: HS 578T. Synergy scores: CSS=3.12, Synergy_ZIP=-4.04, Synergy_Bliss=-6.81, Synergy_Loewe=-4.26, Synergy_HSA=-4.10.